This data is from Forward reaction prediction with 1.9M reactions from USPTO patents (1976-2016). The task is: Predict the product of the given reaction. Given the reactants Cl.[N:2]1([CH:6]2[CH2:23][CH2:22][C:9]3([CH2:14][CH2:13][N:12](C(OC(C)(C)C)=O)[CH2:11][CH2:10]3)[CH2:8][CH2:7]2)[CH2:5][CH2:4][CH2:3]1, predict the reaction product. The product is: [N:2]1([CH:6]2[CH2:7][CH2:8][C:9]3([CH2:14][CH2:13][NH:12][CH2:11][CH2:10]3)[CH2:22][CH2:23]2)[CH2:3][CH2:4][CH2:5]1.